Dataset: Retrosynthesis with 50K atom-mapped reactions and 10 reaction types from USPTO. Task: Predict the reactants needed to synthesize the given product. (1) Given the product NC1(c2ccc(-c3c(-c4ccccc4)oc4c(ccc5nc(C(F)F)[nH]c54)c3=O)cc2)CCC1, predict the reactants needed to synthesize it. The reactants are: CC(C)(C)OC(=O)NC1(c2ccc(-c3c(-c4ccccc4)oc4c(ccc5nc(C(F)F)[nH]c54)c3=O)cc2)CCC1. (2) Given the product CCOC(=O)C(C)(Cc1ccc(OCCN)cc1)Oc1ccccc1, predict the reactants needed to synthesize it. The reactants are: CCOC(=O)C(C)(Cc1ccc(OCCN=[N+]=[N-])cc1)Oc1ccccc1. (3) Given the product CCOC(=O)Cc1cccc(-c2ccc(C(F)(F)F)cc2Cl)c1, predict the reactants needed to synthesize it. The reactants are: CCOC(=O)Cc1cccc(I)c1.OB(O)c1ccc(C(F)(F)F)cc1Cl. (4) Given the product CCOC(=O)C(Cc1ccc(OCCc2ccc(OS(C)(=O)=O)cc2)c(C(C)(C)C)c1)OCC, predict the reactants needed to synthesize it. The reactants are: CCOC(=O)C(Cc1ccc(O)c(C(C)(C)C)c1)OCC.CS(=O)(=O)OCCc1ccc(OS(C)(=O)=O)cc1. (5) Given the product COC(=O)CN(C)Cc1ccccc1, predict the reactants needed to synthesize it. The reactants are: CNCc1ccccc1.COC(=O)CBr. (6) Given the product CCOC(=O)c1c(C)nc(NCCCc2ccc(C)c(O)c2)nc1C, predict the reactants needed to synthesize it. The reactants are: CCOC(=O)c1c(C)nc(NC/C=C/c2ccc(C)c(O)c2)nc1C. (7) Given the product COc1ccc(S(=O)(=O)N2CCCC2CO)cc1, predict the reactants needed to synthesize it. The reactants are: COc1ccc(S(=O)(=O)N2CCCC2C(=O)O)cc1. (8) The reactants are: CC(C)(C)OC(=O)Nc1ccccc1N.COC(=O)c1cccc(/C=C/C(=O)O)c1. Given the product COC(=O)c1cccc(/C=C/C(=O)Nc2ccccc2NC(=O)OC(C)(C)C)c1, predict the reactants needed to synthesize it. (9) Given the product COc1cc2nc(-c3cc(OC)c(OC)c(OC)c3)nc(C(=O)N3CCc4cc(F)ccc4C3)c2cc1OC, predict the reactants needed to synthesize it. The reactants are: COc1cc2nc(-c3cc(OC)c(OC)c(OC)c3)nc(C(=O)O)c2cc1OC.Fc1ccc2c(c1)CCNC2. (10) Given the product ClC[C@@H]1CNc2cc(OCc3ccccc3)c3ccccc3c21, predict the reactants needed to synthesize it. The reactants are: CC(C)(C)OC(=O)N1C[C@@H](CCl)c2c1cc(OCc1ccccc1)c1ccccc21.